From a dataset of Forward reaction prediction with 1.9M reactions from USPTO patents (1976-2016). Predict the product of the given reaction. (1) The product is: [O:12]1[CH:13]=[CH:14][CH:15]=[C:11]1[C:7]1[CH:6]=[C:5]([CH2:4][C:3]([OH:16])=[O:2])[CH:10]=[CH:9][CH:8]=1. Given the reactants C[O:2][C:3](=[O:16])[CH2:4][C:5]1[CH:10]=[CH:9][CH:8]=[C:7]([C:11]2[O:12][CH:13]=[CH:14][CH:15]=2)[CH:6]=1.[OH-].[K+], predict the reaction product. (2) Given the reactants Cl[CH2:2][C:3]1[C:7]2[CH2:8][N:9]([C:12]3[C:21]4[C:16](=[CH:17][C:18]([O:24][CH3:25])=[C:19]([O:22][CH3:23])[CH:20]=4)[N:15]=[CH:14][N:13]=3)[CH2:10][CH2:11][C:6]=2[NH:5][N:4]=1.[CH2:26]([NH:28][CH2:29][CH3:30])[CH3:27], predict the reaction product. The product is: [CH3:23][O:22][C:19]1[CH:20]=[C:21]2[C:16](=[CH:17][C:18]=1[O:24][CH3:25])[N:15]=[CH:14][N:13]=[C:12]2[N:9]1[CH2:10][CH2:11][C:6]2[NH:5][N:4]=[C:3]([CH2:2][N:28]([CH2:29][CH3:30])[CH2:26][CH3:27])[C:7]=2[CH2:8]1. (3) The product is: [CH2:1]([O:8][C:9]1[C:10]([C:22]([O:24][CH2:25][CH3:26])=[O:23])=[C:11]([CH:27]=[CH2:28])[N:12]2[CH:17]([CH3:18])[CH2:16][N:15]([CH3:19])[C:14](=[O:20])[C:13]=12)[C:2]1[CH:7]=[CH:6][CH:5]=[CH:4][CH:3]=1. Given the reactants [CH2:1]([O:8][C:9]1[C:10]([C:22]([O:24][CH2:25][CH3:26])=[O:23])=[C:11](Br)[N:12]2[CH:17]([CH3:18])[CH2:16][N:15]([CH3:19])[C:14](=[O:20])[C:13]=12)[C:2]1[CH:7]=[CH:6][CH:5]=[CH:4][CH:3]=1.[CH2:27]([Sn](CCCC)(CCCC)C=C)[CH2:28]CC, predict the reaction product. (4) Given the reactants Cl[C:2]1[C:11]2[C:6](=[C:7]([C:12]([F:15])([F:14])[F:13])[CH:8]=[CH:9][CH:10]=2)[N:5]=[C:4]([C:16]([F:19])([F:18])[F:17])[CH:3]=1.[NH:20]1[CH2:25][CH2:24][NH:23][CH2:22][CH2:21]1, predict the reaction product. The product is: [F:17][C:16]([F:19])([F:18])[C:4]1[CH:3]=[C:2]([N:20]2[CH2:25][CH2:24][NH:23][CH2:22][CH2:21]2)[C:11]2[C:6](=[C:7]([C:12]([F:15])([F:14])[F:13])[CH:8]=[CH:9][CH:10]=2)[N:5]=1.